Dataset: Reaction yield outcomes from USPTO patents with 853,638 reactions. Task: Predict the reaction yield, written as a fraction of the theoretical maximum amount of product (1.0 means a 100% yield; for example, 0.34 means a 34% yield). (1) The reactants are [Cl-].[Ca+2].[Cl-].[BH4-].[Na+].[N:6]1([C:22]([O-:24])=[O:23])[CH:18]2[CH:9]([CH:10]([C:19]([O-:21])=O)[NH:11][C:12]3[CH:13]=[CH:14][CH:15]=[CH:16][C:17]=32)[CH2:8][CH2:7]1.C(=O)([O-])O.[Na+]. The catalyst is O1CCCC1CCO.O1CCCC1.C(OCC)(=O)C. The product is [OH:21][CH2:19][C@H:10]1[C@H:9]2[CH2:8][CH2:7][N:6]([C:22]([O:24][C:9]([CH3:18])([CH3:10])[CH3:8])=[O:23])[C@H:18]2[C:17]2[CH:16]=[CH:15][CH:14]=[CH:13][C:12]=2[NH:11]1. The yield is 0.960. (2) The reactants are [O:1]1[CH2:5][CH2:4][CH2:3][CH:2]1[CH2:6][NH2:7].C(N(CC)CC)C.[Cl:15][C:16]1[N:25]=[C:24](Cl)[C:23]2[C:18](=[CH:19][CH:20]=[CH:21][CH:22]=2)[N:17]=1. The catalyst is CO.C(Cl)Cl. The product is [Cl:15][C:16]1[N:25]=[C:24]([NH:7][CH2:6][CH:2]2[CH2:3][CH2:4][CH2:5][O:1]2)[C:23]2[C:18](=[CH:19][CH:20]=[CH:21][CH:22]=2)[N:17]=1. The yield is 0.990. (3) The reactants are [CH3:1][C:2]1[N:7]=[C:6]([C:8]2[C:9]([C:16]3[C:25]4[C:20](=[CH:21][C:22]([C:26](O)=[O:27])=[CH:23][CH:24]=4)[N:19]=[CH:18][CH:17]=3)=[C:10]3[CH2:15][CH2:14][CH2:13][N:11]3[N:12]=2)[CH:5]=[CH:4][CH:3]=1.[C:29]([O:33][C:34](=[O:41])[NH:35][CH2:36][C:37]([NH2:40])([CH3:39])[CH3:38])([CH3:32])([CH3:31])[CH3:30].C(Cl)CCl.ON1C2C=CC=CC=2N=N1.C(N(CC)C(C)C)(C)C. The catalyst is ClCCl. The product is [C:29]([O:33][C:34](=[O:41])[NH:35][CH2:36][C:37]([CH3:39])([NH:40][C:26]([C:22]1[CH:21]=[C:20]2[C:25]([C:16]([C:9]3[C:8]([C:6]4[CH:5]=[CH:4][CH:3]=[C:2]([CH3:1])[N:7]=4)=[N:12][N:11]4[CH2:13][CH2:14][CH2:15][C:10]=34)=[CH:17][CH:18]=[N:19]2)=[CH:24][CH:23]=1)=[O:27])[CH3:38])([CH3:32])([CH3:30])[CH3:31]. The yield is 0.910. (4) The reactants are [CH:1]1([Mg]Br)[CH2:3][CH2:2]1.[C:6]([C:14](=[CH:20][CH3:21])[C:15]([O:17][CH2:18][CH3:19])=[O:16])(=[O:13])[C:7]1[CH:12]=[CH:11][CH:10]=[CH:9][CH:8]=1. The catalyst is C1COCC1.Cl[Cu]. The product is [C:6]([CH:14]([CH:20]([CH:1]1[CH2:3][CH2:2]1)[CH3:21])[C:15]([O:17][CH2:18][CH3:19])=[O:16])(=[O:13])[C:7]1[CH:12]=[CH:11][CH:10]=[CH:9][CH:8]=1. The yield is 0.750. (5) The reactants are [OH:1][C:2]1[CH:11]=[CH:10][C:5]([C:6]([O:8][CH3:9])=[O:7])=[CH:4][C:3]=1[C:12]1[NH:13][CH:14]=[CH:15][N:16]=1.Br[CH2:18][CH2:19]Br. No catalyst specified. The product is [N:16]1[CH:15]=[CH:14][N:13]2[C:12]=1[C:3]1[CH:4]=[C:5]([C:6]([O:8][CH3:9])=[O:7])[CH:10]=[CH:11][C:2]=1[O:1][CH2:19][CH2:18]2. The yield is 0.760.